This data is from Catalyst prediction with 721,799 reactions and 888 catalyst types from USPTO. The task is: Predict which catalyst facilitates the given reaction. Reactant: [CH3:1][O:2][C:3](=[O:14])[CH2:4][CH2:5][C:6]1[CH:11]=[CH:10][C:9]([Cl:12])=[C:8]([Cl:13])[CH:7]=1.[CH:15](OC)=[O:16].CC([O-])(C)C.[K+]. Product: [Cl:13][C:8]1[CH:7]=[C:6]([CH:11]=[CH:10][C:9]=1[Cl:12])[CH2:5][CH:4]([CH:15]=[O:16])[C:3]([O:2][CH3:1])=[O:14]. The catalyst class is: 28.